The task is: Predict the reactants needed to synthesize the given product.. This data is from Full USPTO retrosynthesis dataset with 1.9M reactions from patents (1976-2016). (1) Given the product [C:6]1([C:4](=[O:5])[C:3]([NH2:20])=[O:2])[C:16]2=[C:17]3[C:12](=[CH:13][CH:14]=[CH:15]2)[CH2:11][CH2:10][CH2:9][N:8]3[CH:7]=1.[C:6]1([CH2:4][C:3]([NH2:20])=[O:2])[C:16]2=[C:17]3[C:12](=[CH:13][CH:14]=[CH:15]2)[CH2:11][CH2:10][CH2:9][N:8]3[CH:7]=1, predict the reactants needed to synthesize it. The reactants are: C[O:2][C:3](=O)[C:4]([C:6]1[C:16]2=[C:17]3[C:12](=[CH:13][CH:14]=[CH:15]2)[CH2:11][CH2:10][CH2:9][N:8]3[CH:7]=1)=[O:5].[OH-].[NH4+:20]. (2) Given the product [N:10]1[S:9][N:8]=[C:7]2[CH:11]=[C:3]([CH2:2][C:15]#[N:16])[CH:4]=[CH:5][C:6]=12, predict the reactants needed to synthesize it. The reactants are: Br[CH2:2][C:3]1[CH:4]=[CH:5][C:6]2[C:7]([CH:11]=1)=[N:8][S:9][N:10]=2.C(O)C.[C-:15]#[N:16].[K+].